This data is from Reaction yield outcomes from USPTO patents with 853,638 reactions. The task is: Predict the reaction yield, written as a fraction of the theoretical maximum amount of product (1.0 means a 100% yield; for example, 0.34 means a 34% yield). (1) The yield is 0.680. The catalyst is C(O)C. The reactants are [C:1](#[N:8])[C:2]1[CH:7]=[CH:6][CH:5]=[CH:4][CH:3]=1.[NH2:9][OH:10]. The product is [OH:10][NH:9][C:1](=[NH:8])[C:2]1[CH:7]=[CH:6][CH:5]=[CH:4][CH:3]=1. (2) The reactants are [Cl:1][C:2]1[C:7]([C:8]([O:10][CH2:11][CH3:12])=[O:9])=[CH:6][CH:5]=[C:4](Cl)[N:3]=1.[C:14]([CH:16]1[CH2:18][CH2:17]1)#[CH:15]. The catalyst is C1(C)C=CC=CC=1.C(N(CC)CC)C.[Cu]I.[Pd](Cl)Cl.C1(P(C2C=CC=CC=2)C2C=CC=CC=2)C=CC=CC=1.C1(P(C2C=CC=CC=2)C2C=CC=CC=2)C=CC=CC=1. The product is [Cl:1][C:2]1[C:7]([C:8]([O:10][CH2:11][CH3:12])=[O:9])=[CH:6][CH:5]=[C:4]([C:15]#[C:14][CH:16]2[CH2:18][CH2:17]2)[N:3]=1. The yield is 0.310. (3) The reactants are [Cl:1][C:2]1[S:6][C:5]([C:7]([OH:9])=[O:8])=[CH:4][CH:3]=1.S(=O)(=O)(O)O.O.[CH3:16]O. No catalyst specified. The product is [Cl:1][C:2]1[S:6][C:5]([C:7]([O:9][CH3:16])=[O:8])=[CH:4][CH:3]=1. The yield is 0.910. (4) The reactants are [CH3:1][O:2][C:3]1[N:8]=[C:7]([NH:9][CH:10]2[CH2:15][CH2:14][NH:13][CH2:12][CH2:11]2)[N:6]=[C:5]([NH:16][CH2:17][CH2:18][OH:19])[N:4]=1.[CH2:20]([O:22][C:23]1[CH:24]=[C:25]([CH:28]=[C:29]([O:32][CH2:33][CH3:34])[C:30]=1[F:31])[CH:26]=O)[CH3:21].C(N(C(C)C)C(C)C)C.C(O)(=O)C.C([BH3-])#N.[Na+].C(=O)([O-])[O-].[Na+].[Na+]. The catalyst is C(O)C.O. The product is [CH2:20]([O:22][C:23]1[CH:24]=[C:25]([CH:28]=[C:29]([O:32][CH2:33][CH3:34])[C:30]=1[F:31])[CH2:26][N:13]1[CH2:12][CH2:11][CH:10]([NH:9][C:7]2[N:8]=[C:3]([O:2][CH3:1])[N:4]=[C:5]([NH:16][CH2:17][CH2:18][OH:19])[N:6]=2)[CH2:15][CH2:14]1)[CH3:21]. The yield is 0.450. (5) The reactants are [Br:1][C:2]1[O:6][C:5]([C:7]2[C:12]([CH3:13])=[CH:11][N:10]=[C:9]([NH:14][C:15](=[O:17])[CH3:16])[CH:8]=2)=[CH:4][C:3]=1[C:18]1[N:22]=[CH:21][NH:20][N:19]=1.CCN(C(C)C)C(C)C.[CH3:32][Si:33]([CH2:36][CH2:37][O:38][CH2:39]Cl)([CH3:35])[CH3:34]. The catalyst is CN(C=O)C.O. The product is [Br:1][C:2]1[O:6][C:5]([C:7]2[C:12]([CH3:13])=[CH:11][N:10]=[C:9]([NH:14][C:15](=[O:17])[CH3:16])[CH:8]=2)=[CH:4][C:3]=1[C:18]1[N:22]=[CH:21][N:20]([CH2:39][O:38][CH2:37][CH2:36][Si:33]([CH3:35])([CH3:34])[CH3:32])[N:19]=1. The yield is 0.210. (6) The catalyst is C(N(CC)CC)C.C(O)=O. The reactants are O1CCCC1.[O:6]=[C:7]([C:13]([F:34])([F:33])[C:14]([F:32])([F:31])[C:15]([F:30])([F:29])[C:16]([F:28])([F:27])[C:17]([F:26])([F:25])[C:18]([F:24])([F:23])[C:19]([F:22])([F:21])[F:20])[CH2:8][C:9]([O:11][CH3:12])=[O:10]. The yield is 0.438. The product is [OH:6][CH:7]([C:13]([F:33])([F:34])[C:14]([F:31])([F:32])[C:15]([F:29])([F:30])[C:16]([F:27])([F:28])[C:17]([F:25])([F:26])[C:18]([F:23])([F:24])[C:19]([F:20])([F:21])[F:22])[CH2:8][C:9]([O:11][CH3:12])=[O:10]. (7) The reactants are [CH3:1][N:2]([CH3:8])[CH2:3][C:4]([CH3:7])([OH:6])[CH3:5].[Br:9][C:10]1[N:11]=[N:12][C:13](Br)=[CH:14][CH:15]=1.[H-].[Na+]. The catalyst is C1COCC1. The product is [Br:9][C:10]1[N:11]=[N:12][C:13]([O:6][C:4]([CH3:7])([CH3:5])[CH2:3][N:2]([CH3:8])[CH3:1])=[CH:14][CH:15]=1. The yield is 0.650.